Dataset: NCI-60 drug combinations with 297,098 pairs across 59 cell lines. Task: Regression. Given two drug SMILES strings and cell line genomic features, predict the synergy score measuring deviation from expected non-interaction effect. Drug 1: C1=CC(=CC=C1CC(C(=O)O)N)N(CCCl)CCCl.Cl. Drug 2: CC(C)(C#N)C1=CC(=CC(=C1)CN2C=NC=N2)C(C)(C)C#N. Cell line: SF-539. Synergy scores: CSS=14.3, Synergy_ZIP=-6.08, Synergy_Bliss=-5.96, Synergy_Loewe=-6.10, Synergy_HSA=-6.81.